Dataset: Catalyst prediction with 721,799 reactions and 888 catalyst types from USPTO. Task: Predict which catalyst facilitates the given reaction. (1) Reactant: [Te].[BH4-].[Na+].[N:4]([CH:7]([C:9]1[C:10]([C:16]2[C:21]3[S:22][C:23]([C:25]4[C:30]([F:31])=[CH:29][N:28]=[C:27]([NH:32][CH2:33][CH2:34][N:35]5[CH:39]=[CH:38][N:37]=[N:36]5)[N:26]=4)=[CH:24][C:20]=3[CH:19]=[CH:18][CH:17]=2)=[CH:11][C:12]([F:15])=[N:13][CH:14]=1)[CH3:8])=[N+]=[N-]. Product: [N:35]1([CH2:34][CH2:33][NH:32][C:27]2[N:26]=[C:25]([C:23]3[S:22][C:21]4[C:16]([C:10]5[C:9]([CH:7]([NH2:4])[CH3:8])=[CH:14][N:13]=[C:12]([F:15])[CH:11]=5)=[CH:17][CH:18]=[CH:19][C:20]=4[CH:24]=3)[C:30]([F:31])=[CH:29][N:28]=2)[CH:39]=[CH:38][N:37]=[N:36]1. The catalyst class is: 8. (2) Reactant: [F:1][C:2]1[CH:7]=[CH:6][CH:5]=[C:4]([F:8])[C:3]=1[C:9]([NH:11][C:12]1[CH:21]=[CH:20][C:15]([C:16](OC)=[O:17])=[CH:14][CH:13]=1)=[O:10].O.[NH2:23][NH2:24]. Product: [F:1][C:2]1[CH:7]=[CH:6][CH:5]=[C:4]([F:8])[C:3]=1[C:9]([NH:11][C:12]1[CH:21]=[CH:20][C:15]([C:16]([NH:23][NH2:24])=[O:17])=[CH:14][CH:13]=1)=[O:10]. The catalyst class is: 5. (3) Reactant: [Br:1][C:2]1[C:21]([F:22])=[CH:20][C:5]2[O:6][C:7]3[CH:19]=[CH:18][CH:17]=[CH:16][C:8]=3[C@H:9]3[C@H:14]([NH2:15])[CH2:13][CH2:12][CH2:11][N:10]3[C:4]=2[CH:3]=1.[F:23][C:24]([F:35])([F:34])[C:25](O[C:25](=[O:26])[C:24]([F:35])([F:34])[F:23])=[O:26]. Product: [Br:1][C:2]1[C:21]([F:22])=[CH:20][C:5]2[O:6][C:7]3[CH:19]=[CH:18][CH:17]=[CH:16][C:8]=3[C@H:9]3[C@H:14]([NH:15][C:25](=[O:26])[C:24]([F:35])([F:34])[F:23])[CH2:13][CH2:12][CH2:11][N:10]3[C:4]=2[CH:3]=1. The catalyst class is: 202. (4) Reactant: Br[C:2]1[CH:7]=[CH:6][C:5]([N:8]2[CH2:12][CH2:11][C@@H:10]3[CH2:13][N:14]([CH3:16])[CH2:15][C@H:9]23)=[CH:4][CH:3]=1.[N:17]1([C:23]2[CH:30]=[CH:29][C:26]([C:27]#[N:28])=[CH:25][N:24]=2)[CH2:22][CH2:21][NH:20][CH2:19][CH2:18]1.C1(P(C2C=CC=CC=2)C2C=CC3C(=CC=CC=3)C=2C2C3C(=CC=CC=3)C=CC=2P(C2C=CC=CC=2)C2C=CC=CC=2)C=CC=CC=1.CC(C)([O-])C.[Na+]. Product: [CH3:16][N:14]1[CH2:13][C@@H:10]2[C@@H:9]([N:8]([C:5]3[CH:6]=[CH:7][C:2]([N:20]4[CH2:21][CH2:22][N:17]([C:23]5[CH:30]=[CH:29][C:26]([C:27]#[N:28])=[CH:25][N:24]=5)[CH2:18][CH2:19]4)=[CH:3][CH:4]=3)[CH2:12][CH2:11]2)[CH2:15]1. The catalyst class is: 882. (5) Reactant: C1COCC1.[C:6]1([CH2:12][OH:13])[CH:11]=[CH:10][CH:9]=[CH:8]C=1.[OH-].[Na+].[Cl:16][C:17]1[C:22]([O:23][CH2:24][CH:25]2[CH2:27][O:26]2)=[CH:21][CH:20]=[CH:19][N:18]=1. Product: [Cl:16][C:17]1[C:22]([O:23][CH2:24][CH:25]([OH:26])[CH2:27][O:13][CH2:12][CH2:6]/[CH:11]=[CH:10]\[CH:9]=[CH2:8])=[CH:21][CH:20]=[CH:19][N:18]=1. The catalyst class is: 6. (6) Reactant: [CH3:1][C:2]1[S:6][C:5]([C:7]2[CH:8]=[C:9]([CH:15]=[CH:16][CH:17]=2)[C:10](OCC)=[O:11])=[N:4][CH:3]=1.CC(C[AlH]CC(C)C)C.[OH-].[Na+].C([O-])(O)=O.[Na+]. Product: [CH3:1][C:2]1[S:6][C:5]([C:7]2[CH:8]=[C:9]([CH2:10][OH:11])[CH:15]=[CH:16][CH:17]=2)=[N:4][CH:3]=1. The catalyst class is: 93.